Predict the reactants needed to synthesize the given product. From a dataset of Full USPTO retrosynthesis dataset with 1.9M reactions from patents (1976-2016). (1) Given the product [CH3:19][O:18][CH2:17][CH2:16][O:15][CH2:14][CH2:13][CH:7]([C:8]([OH:10])=[O:9])[C:6]([OH:20])=[O:5], predict the reactants needed to synthesize it. The reactants are: [OH-].[Na+].C([O:5][C:6](=[O:20])[CH:7]([CH2:13][CH2:14][O:15][CH2:16][CH2:17][O:18][CH3:19])[C:8]([O:10]CC)=[O:9])C.CO. (2) Given the product [N:11]1[CH:12]=[CH:13][CH:14]=[CH:15][C:10]=1[C:8]1[N:9]=[C:4]([C:3]2[C:16]([F:21])=[C:17]([F:20])[CH:18]=[CH:19][C:2]=2[F:1])[O:6][N:7]=1, predict the reactants needed to synthesize it. The reactants are: [F:1][C:2]1[CH:19]=[CH:18][C:17]([F:20])=[C:16]([F:21])[C:3]=1[C:4]([O:6][NH:7][C:8]([C:10]1[CH:15]=[CH:14][CH:13]=[CH:12][N:11]=1)=[NH:9])=O. (3) The reactants are: [C:1]([O:20][C@H:21]1[C@H:25]([O:26][C:27](=[O:45])[CH2:28][CH2:29][CH2:30][CH2:31][CH2:32][CH2:33][CH2:34]/[CH:35]=[CH:36]\[CH2:37]/[CH:38]=[CH:39]\[CH2:40][CH2:41][CH2:42][CH2:43][CH3:44])[CH2:24][NH:23][CH2:22]1)(=[O:19])[CH2:2][CH2:3][CH2:4][CH2:5][CH2:6][CH2:7][CH2:8]/[CH:9]=[CH:10]\[CH2:11]/[CH:12]=[CH:13]\[CH2:14][CH2:15][CH2:16][CH2:17][CH3:18].Cl.[CH3:47][N:48]([CH3:53])[CH2:49][C:50](O)=[O:51]. Given the product [C:1]([O:20][C@H:21]1[C@H:25]([O:26][C:27](=[O:45])[CH2:28][CH2:29][CH2:30][CH2:31][CH2:32][CH2:33][CH2:34]/[CH:35]=[CH:36]\[CH2:37]/[CH:38]=[CH:39]\[CH2:40][CH2:41][CH2:42][CH2:43][CH3:44])[CH2:24][N:23]([C:50](=[O:51])[CH2:49][N:48]([CH3:53])[CH3:47])[CH2:22]1)(=[O:19])[CH2:2][CH2:3][CH2:4][CH2:5][CH2:6][CH2:7][CH2:8]/[CH:9]=[CH:10]\[CH2:11]/[CH:12]=[CH:13]\[CH2:14][CH2:15][CH2:16][CH2:17][CH3:18], predict the reactants needed to synthesize it. (4) The reactants are: [C:1]([CH2:3][C:4]1[CH:9]=[CH:8][C:7]([C:10]2[CH:11]=[N:12][N:13]([C:17]3[CH:30]=[CH:29][C:20]([C:21]([NH:23][CH2:24][CH2:25][CH2:26][O:27][CH3:28])=[O:22])=[CH:19][N:18]=3)[C:14]=2[O:15]C)=[CH:6][C:5]=1[F:31])#[N:2].[Cl-].[Li+]. Given the product [C:1]([CH2:3][C:4]1[CH:9]=[CH:8][C:7]([C:10]2[CH:11]=[N:12][N:13]([C:17]3[CH:30]=[CH:29][C:20]([C:21]([NH:23][CH2:24][CH2:25][CH2:26][O:27][CH3:28])=[O:22])=[CH:19][N:18]=3)[C:14]=2[OH:15])=[CH:6][C:5]=1[F:31])#[N:2], predict the reactants needed to synthesize it. (5) Given the product [C:15]1([C:12]2[N:11]=[C:10]([O:1][CH2:2][C:3]3([CH2:7][OH:8])[CH2:6][CH2:5][CH2:4]3)[S:14][N:13]=2)[CH:16]=[CH:17][CH:18]=[CH:19][CH:20]=1, predict the reactants needed to synthesize it. The reactants are: [OH:1][CH2:2][C:3]1([CH2:7][OH:8])[CH2:6][CH2:5][CH2:4]1.Cl[C:10]1[S:14][N:13]=[C:12]([C:15]2[CH:20]=[CH:19][CH:18]=[CH:17][CH:16]=2)[N:11]=1. (6) Given the product [O:1]([CH2:19][C:20]([CH3:24])([CH3:23])[CH2:21][NH:22][C:26](=[O:27])[O:28][C:29]1[CH:30]=[CH:31][C:32]([N+:35]([O-:37])=[O:36])=[CH:33][CH:34]=1)[Si:2]([C:15]([CH3:16])([CH3:17])[CH3:18])([C:9]1[CH:10]=[CH:11][CH:12]=[CH:13][CH:14]=1)[C:3]1[CH:8]=[CH:7][CH:6]=[CH:5][CH:4]=1, predict the reactants needed to synthesize it. The reactants are: [O:1]([CH2:19][C:20]([CH3:24])([CH3:23])[CH2:21][NH2:22])[Si:2]([C:15]([CH3:18])([CH3:17])[CH3:16])([C:9]1[CH:14]=[CH:13][CH:12]=[CH:11][CH:10]=1)[C:3]1[CH:8]=[CH:7][CH:6]=[CH:5][CH:4]=1.Cl[C:26]([O:28][C:29]1[CH:34]=[CH:33][C:32]([N+:35]([O-:37])=[O:36])=[CH:31][CH:30]=1)=[O:27].C(N(C(C)C)CC)(C)C.C(=O)([O-])O.[Na+].